Predict which catalyst facilitates the given reaction. From a dataset of Catalyst prediction with 721,799 reactions and 888 catalyst types from USPTO. (1) Reactant: [Cl:1][C:2]1[CH:7]=[CH:6][C:5]([S:8]([CH:11]([C:22]2[C:27]([F:28])=[CH:26][CH:25]=[C:24]([F:29])[C:23]=2[F:30])[C:12]2[C:13]([CH3:21])=[CH:14][C:15]([C:18]([NH2:20])=[O:19])=[N:16][CH:17]=2)(=[O:10])=[O:9])=[CH:4][CH:3]=1.C=O.[OH-].[Na+].[C:35](OCC)(=[O:37])C. Product: [Cl:1][C:2]1[CH:7]=[CH:6][C:5]([S:8]([CH:11]([C:22]2[C:27]([F:28])=[CH:26][CH:25]=[C:24]([F:29])[C:23]=2[F:30])[C:12]2[C:13]([CH3:21])=[CH:14][C:15]([C:18]([NH:20][CH2:35][OH:37])=[O:19])=[N:16][CH:17]=2)(=[O:10])=[O:9])=[CH:4][CH:3]=1. The catalyst class is: 57. (2) Reactant: [Br:1][CH2:2][CH2:3][CH2:4]Br.[CH2:6]([N:8]([CH2:11][CH3:12])[CH2:9][CH3:10])[CH3:7]. Product: [Br-:1].[Br:1][CH2:2][CH2:3][CH2:4][N+:8]([CH2:11][CH3:12])([CH2:9][CH3:10])[CH2:6][CH3:7]. The catalyst class is: 11. (3) Reactant: [C:1]([O:5][C:6](=[O:30])[CH2:7][CH2:8][N:9]([C:23]([O:25][C:26]([CH3:29])([CH3:28])[CH3:27])=[O:24])[CH2:10][C:11]([N:13]1[C:21]2[C:16](=[CH:17][C:18]([OH:22])=[CH:19][CH:20]=2)[CH2:15][CH2:14]1)=[O:12])([CH3:4])([CH3:3])[CH3:2].Cl[CH2:32][C:33]1[CH:38]=[CH:37][C:36]([CH2:39][CH:40]([CH3:42])[CH3:41])=[C:35]([O:43][C:44]([F:47])([F:46])[F:45])[CH:34]=1.C(=O)([O-])[O-].[K+].[K+]. Product: [C:1]([O:5][C:6](=[O:30])[CH2:7][CH2:8][N:9]([C:23]([O:25][C:26]([CH3:29])([CH3:28])[CH3:27])=[O:24])[CH2:10][C:11]([N:13]1[C:21]2[C:16](=[CH:17][C:18]([O:22][CH2:32][C:33]3[CH:38]=[CH:37][C:36]([CH2:39][CH:40]([CH3:42])[CH3:41])=[C:35]([O:43][C:44]([F:45])([F:46])[F:47])[CH:34]=3)=[CH:19][CH:20]=2)[CH2:15][CH2:14]1)=[O:12])([CH3:4])([CH3:3])[CH3:2]. The catalyst class is: 3. (4) Reactant: C([Li])CCC.Br[C:7]1[CH:12]=[CH:11][C:10]([C:13]([F:16])([F:15])[F:14])=[CH:9][CH:8]=1.[CH3:17][C:18]1[C:23]([F:24])=[C:22]([O:25][C:26]2[CH:31]=[CH:30][CH:29]=[C:28]([C:32]([F:35])([F:34])[F:33])[CH:27]=2)[N:21]=[C:20](F)[C:19]=1[F:37]. Product: [F:24][C:23]1[C:22]([O:25][C:26]2[CH:31]=[CH:30][CH:29]=[C:28]([C:32]([F:33])([F:34])[F:35])[CH:27]=2)=[N:21][C:20]([C:7]2[CH:12]=[CH:11][C:10]([C:13]([F:16])([F:15])[F:14])=[CH:9][CH:8]=2)=[C:19]([F:37])[C:18]=1[CH3:17]. The catalyst class is: 27. (5) Reactant: [Si:1]([O:8][CH:9]([CH:18]1[CH2:27][CH2:26][C:25]2[C:20](=[CH:21][CH:22]=[C:23]([O:28][C:29]3[CH:34]=[CH:33][CH:32]=[CH:31][CH:30]=3)[CH:24]=2)[CH2:19]1)[C:10]1[O:11][C:12]([C:15]([NH2:17])=O)=[CH:13][N:14]=1)([C:4]([CH3:7])([CH3:6])[CH3:5])([CH3:3])[CH3:2].N1C=CC=CC=1.FC(F)(F)C(OC(=O)C(F)(F)F)=O. Product: [Si:1]([O:8][CH:9]([CH:18]1[CH2:27][CH2:26][C:25]2[C:20](=[CH:21][CH:22]=[C:23]([O:28][C:29]3[CH:30]=[CH:31][CH:32]=[CH:33][CH:34]=3)[CH:24]=2)[CH2:19]1)[C:10]1[O:11][C:12]([C:15]#[N:17])=[CH:13][N:14]=1)([C:4]([CH3:7])([CH3:5])[CH3:6])([CH3:3])[CH3:2]. The catalyst class is: 258. (6) Reactant: [NH2:1][C:2]1[S:3][CH:4]=[CH:5][N:6]=1.[C:7]12([C:17](Cl)=[O:18])[CH2:16][CH:11]3[CH2:12][CH:13]([CH2:15][CH:9]([CH2:10]3)[CH2:8]1)[CH2:14]2.C(N(CC)CC)C. Product: [S:3]1[CH:4]=[CH:5][N:6]=[C:2]1[NH:1][C:17]([C:7]12[CH2:16][CH:11]3[CH2:10][CH:9]([CH2:15][CH:13]([CH2:12]3)[CH2:14]1)[CH2:8]2)=[O:18]. The catalyst class is: 56.